This data is from Catalyst prediction with 721,799 reactions and 888 catalyst types from USPTO. The task is: Predict which catalyst facilitates the given reaction. (1) Reactant: C(O[BH-](O[C:11](=O)[CH3:12])OC(=O)C)(=O)C.[Na+].[N:15]1([C:22]2[S:26][C:25]([C:27]([O:29][CH2:30][CH3:31])=[O:28])=[CH:24][CH:23]=2)[CH2:21][CH2:20][CH2:19][NH:18][CH2:17][CH2:16]1.[C:32](O)(=O)C. Product: [CH:11]([N:18]1[CH2:19][CH2:20][CH2:21][N:15]([C:22]2[S:26][C:25]([C:27]([O:29][CH2:30][CH3:31])=[O:28])=[CH:24][CH:23]=2)[CH2:16][CH2:17]1)([CH3:12])[CH3:32]. The catalyst class is: 21. (2) Reactant: [OH-].[K+].[F:3][C:4]1[CH:9]=[C:8]([F:10])[CH:7]=[CH:6][C:5]=1[SH:11].[Cl:12][C:13]1[N:20]=[C:19](Cl)[CH:18]=[CH:17][C:14]=1[C:15]#[N:16].Cl. Product: [Cl:12][C:13]1[N:20]=[C:19]([S:11][C:5]2[CH:6]=[CH:7][C:8]([F:10])=[CH:9][C:4]=2[F:3])[CH:18]=[CH:17][C:14]=1[C:15]#[N:16]. The catalyst class is: 40. (3) Product: [C:8]1([C:5]2[N:6]=[N:7][C:2]([N:24]3[CH2:29][CH2:28][CH2:27][CH2:26][CH2:25]3)=[CH:3][C:4]=2[C:18]2[CH:23]=[CH:22][N:21]=[CH:20][CH:19]=2)[C:17]2[C:12](=[CH:13][CH:14]=[CH:15][CH:16]=2)[CH:11]=[CH:10][CH:9]=1. The catalyst class is: 51. Reactant: Cl[C:2]1[N:7]=[N:6][C:5]([C:8]2[C:17]3[C:12](=[CH:13][CH:14]=[CH:15][CH:16]=3)[CH:11]=[CH:10][CH:9]=2)=[C:4]([C:18]2[CH:23]=[CH:22][N:21]=[CH:20][CH:19]=2)[CH:3]=1.[NH:24]1[CH2:29][CH2:28][CH2:27][CH2:26][CH2:25]1. (4) Reactant: [CH3:1][C:2]1[N:11]=[CH:10][CH:9]=[CH:8][C:3]=1[C:4]([O:6][CH3:7])=[O:5].[Cl:12]N1C(=O)N(Cl)C(=O)N(Cl)C1=O. Product: [CH3:7][O:6][C:4]([C:3]1[C:2]([CH2:1][Cl:12])=[N:11][CH:10]=[CH:9][CH:8]=1)=[O:5]. The catalyst class is: 4. (5) Reactant: [C:1]([C:13]1[CH:38]=[CH:37][C:16]([CH2:17][N:18]([C:30](=[O:36])[C:31]([O:33][CH2:34][CH3:35])=[O:32])[CH2:19][C:20]2[CH:25]=[CH:24][C:23]([C:26]([F:29])([F:28])[F:27])=[CH:22][CH:21]=2)=[CH:15][CH:14]=1)#[C:2][CH2:3][CH2:4][CH2:5][CH2:6][CH2:7][CH2:8][CH2:9][CH2:10][CH2:11][CH3:12]. Product: [CH2:34]([O:33][C:31](=[O:32])[C:30]([N:18]([CH2:17][C:16]1[CH:15]=[CH:14][C:13]([CH2:1][CH2:2][CH2:3][CH2:4][CH2:5][CH2:6][CH2:7][CH2:8][CH2:9][CH2:10][CH2:11][CH3:12])=[CH:38][CH:37]=1)[CH2:19][C:20]1[CH:25]=[CH:24][C:23]([C:26]([F:27])([F:28])[F:29])=[CH:22][CH:21]=1)=[O:36])[CH3:35]. The catalyst class is: 25. (6) Reactant: [CH3:16][C:11]1([CH3:17])[C:12]([CH3:15])([CH3:14])[O:13][B:9]([B:9]2[O:13][C:12]([CH3:15])([CH3:14])[C:11]([CH3:17])([CH3:16])[O:10]2)[O:10]1.C([O-])(=O)C.[K+].Br[C:25]1[CH:26]=[N:27][CH:28]=[C:29]([O:31][CH:32]([CH3:34])[CH3:33])[CH:30]=1. Product: [CH3:33][CH:32]([O:31][C:29]1[CH:28]=[N:27][CH:26]=[C:25]([B:9]2[O:10][C:11]([CH3:16])([CH3:17])[C:12]([CH3:14])([CH3:15])[O:13]2)[CH:30]=1)[CH3:34]. The catalyst class is: 10. (7) Reactant: [O:1]1[C:7]2[CH:8]=[C:9]([C:12]([O:14][CH3:15])=[O:13])[CH:10]=[CH:11][C:6]=2[CH2:5][NH:4][CH2:3][CH2:2]1.CC1(C)[C:23]2[C:18](=[C:19](P([C:18]3[CH:23]=[CH:22][CH:21]=[CH:20][CH:19]=3)[C:18]3[CH:23]=[CH:22][CH:21]=[CH:20][CH:19]=3)[CH:20]=[CH:21][CH:22]=2)O[C:19]2[C:20](P([C:18]3[CH:23]=[CH:22][CH:21]=[CH:20][CH:19]=3)[C:18]3[CH:23]=[CH:22][CH:21]=[CH:20][CH:19]=3)=[CH:21][CH:22]=[CH:23][C:18]1=2.C([O-])([O-])=O.[Cs+].[Cs+].BrC1C=CC=CC=1. The catalyst class is: 102. Product: [C:18]1([N:4]2[CH2:5][C:6]3[CH:11]=[CH:10][C:9]([C:12]([O:14][CH3:15])=[O:13])=[CH:8][C:7]=3[O:1][CH2:2][CH2:3]2)[CH:23]=[CH:22][CH:21]=[CH:20][CH:19]=1. (8) Product: [CH3:22][O:23][C:24]1[CH:25]=[C:26]2[C:31](=[C:32]([O:34][CH2:2][CH2:3][N:4]3[CH:9]4[CH2:10][CH2:11][CH:5]3[CH:6]=[C:7]([C:12]3[CH:21]=[CH:20][C:19]5[C:14](=[CH:15][CH:16]=[CH:17][CH:18]=5)[CH:13]=3)[CH2:8]4)[CH:33]=1)[N:30]=[CH:29][CH:28]=[CH:27]2. Reactant: Cl[CH2:2][CH2:3][N:4]1[CH:9]2[CH2:10][CH2:11][CH:5]1[CH:6]=[C:7]([C:12]1[CH:21]=[CH:20][C:19]3[C:14](=[CH:15][CH:16]=[CH:17][CH:18]=3)[CH:13]=1)[CH2:8]2.[CH3:22][O:23][C:24]1[CH:25]=[C:26]2[C:31](=[C:32]([OH:34])[CH:33]=1)[N:30]=[CH:29][CH:28]=[CH:27]2.[H-].[Na+].CS(C)=O. The catalyst class is: 88. (9) Reactant: C(OC(=O)[NH:7][CH:8]1[CH2:10][CH:9]1[C:11]1[CH:16]=[CH:15][C:14]([F:17])=[CH:13][C:12]=1[F:18])(C)(C)C.[C:20]([OH:26])([C:22]([F:25])([F:24])[F:23])=[O:21]. Product: [F:23][C:22]([F:25])([F:24])[C:20]([OH:26])=[O:21].[F:18][C:12]1[CH:13]=[C:14]([F:17])[CH:15]=[CH:16][C:11]=1[CH:9]1[CH2:10][CH:8]1[NH2:7]. The catalyst class is: 2. (10) Reactant: [C:1]([O:5][C:6](=[O:25])[CH:7]([NH:17][C:18](N1C=CN=C1)=[O:19])[CH2:8][CH2:9][C:10]([O:12][C:13]([CH3:16])([CH3:15])[CH3:14])=[O:11])([CH3:4])([CH3:3])[CH3:2].[CH3:26][O:27][C:28](=[O:39])[CH2:29][CH:30]([NH2:38])[C:31]1[CH:36]=[CH:35][CH:34]=[C:33]([I:37])[CH:32]=1. Product: [C:1]([O:5][C:6](=[O:25])[C@@H:7]([NH:17][C:18]([NH:38][C@H:30]([C:31]1[CH:36]=[CH:35][CH:34]=[C:33]([I:37])[CH:32]=1)[CH2:29][C:28]([O:27][CH3:26])=[O:39])=[O:19])[CH2:8][CH2:9][C:10]([O:12][C:13]([CH3:15])([CH3:14])[CH3:16])=[O:11])([CH3:2])([CH3:3])[CH3:4]. The catalyst class is: 279.